From a dataset of Full USPTO retrosynthesis dataset with 1.9M reactions from patents (1976-2016). Predict the reactants needed to synthesize the given product. (1) Given the product [CH2:1]([O:3][C:4](=[O:19])[C:5]1[CH:10]=[C:9]([CH2:11][CH:12]([CH3:13])[CH3:14])[C:8]([CH2:15][CH:16]([CH3:18])[CH3:17])=[N:7][CH:6]=1)[CH3:2], predict the reactants needed to synthesize it. The reactants are: [CH2:1]([O:3][C:4](=[O:19])[C:5]1[CH:10]=[C:9]([CH:11]=[C:12]([CH3:14])[CH3:13])[C:8]([CH:15]=[C:16]([CH3:18])[CH3:17])=[N:7][CH:6]=1)[CH3:2]. (2) Given the product [Br:1][C:2]1[S:10][C:9]2[C:4](=[N:5][CH:6]=[CH:7][C:8]=2[O:11][C:12]2[CH:17]=[CH:16][C:15]([NH2:18])=[CH:14][C:13]=2[F:21])[CH:3]=1, predict the reactants needed to synthesize it. The reactants are: [Br:1][C:2]1[S:10][C:9]2[C:4](=[N:5][CH:6]=[CH:7][C:8]=2[O:11][C:12]2[CH:17]=[CH:16][C:15]([N+:18]([O-])=O)=[CH:14][C:13]=2[F:21])[CH:3]=1.[NH4+].[Cl-].O. (3) Given the product [Br:7][C:8]1[CH:9]=[C:10]([S:14]([NH:1][C:2]([CH3:6])([CH3:5])[CH2:3][OH:4])(=[O:16])=[O:15])[CH:11]=[CH:12][CH:13]=1, predict the reactants needed to synthesize it. The reactants are: [NH2:1][C:2]([CH3:6])([CH3:5])[CH2:3][OH:4].[Br:7][C:8]1[CH:9]=[C:10]([S:14](Cl)(=[O:16])=[O:15])[CH:11]=[CH:12][CH:13]=1.Cl. (4) Given the product [OH:2][CH2:1][C:3]1[CH2:9][C:8]2[CH:10]=[C:11]3[O:16][CH2:15][O:14][C:12]3=[CH:13][C:7]=2[C:6]([C:17]2[CH:22]=[CH:21][C:20]([N+:23]([O-:25])=[O:24])=[CH:19][CH:18]=2)=[N:5][N:4]=1, predict the reactants needed to synthesize it. The reactants are: [CH:1]([C:3]1[CH2:9][C:8]2[CH:10]=[C:11]3[O:16][CH2:15][O:14][C:12]3=[CH:13][C:7]=2[C:6]([C:17]2[CH:22]=[CH:21][C:20]([N+:23]([O-:25])=[O:24])=[CH:19][CH:18]=2)=[N:5][N:4]=1)=[O:2].O.B([O-])=O.[Na+]. (5) Given the product [CH3:3][C:2]([C:35]([OH:37])=[O:36])([C:4]1[CH:9]=[CH:8][C:7]([CH:10]([OH:34])[CH2:11][CH2:12][CH2:13][N:14]2[CH2:15][CH2:16][CH:17]([C:20]([OH:33])([C:21]3[CH:26]=[CH:25][CH:24]=[CH:23][CH:22]=3)[C:27]3[CH:28]=[CH:29][CH:30]=[CH:31][CH:32]=3)[CH2:18][CH2:19]2)=[CH:6][CH:5]=1)[CH3:1].[ClH:45], predict the reactants needed to synthesize it. The reactants are: [CH3:1][C:2]([C:35]([OH:37])=[O:36])([C:4]1[CH:5]=[CH:6][C:7]([CH:10]([OH:34])[CH2:11][CH2:12][CH2:13][N:14]2[CH2:19][CH2:18][CH:17]([C:20]([OH:33])([C:27]3[CH:28]=[CH:29][CH:30]=[CH:31][CH:32]=3)[C:21]3[CH:22]=[CH:23][CH:24]=[CH:25][CH:26]=3)[CH2:16][CH2:15]2)=[CH:8][CH:9]=1)[CH3:3].C1(C)C=CC=CC=1.[ClH:45].C(O)(C)C.